From a dataset of NCI-60 drug combinations with 297,098 pairs across 59 cell lines. Regression. Given two drug SMILES strings and cell line genomic features, predict the synergy score measuring deviation from expected non-interaction effect. (1) Drug 1: C1=NC2=C(N1)C(=S)N=CN2. Drug 2: CCN(CC)CCCC(C)NC1=C2C=C(C=CC2=NC3=C1C=CC(=C3)Cl)OC. Cell line: MDA-MB-435. Synergy scores: CSS=55.9, Synergy_ZIP=-0.975, Synergy_Bliss=-0.0466, Synergy_Loewe=-0.358, Synergy_HSA=-0.0494. (2) Drug 1: CS(=O)(=O)CCNCC1=CC=C(O1)C2=CC3=C(C=C2)N=CN=C3NC4=CC(=C(C=C4)OCC5=CC(=CC=C5)F)Cl. Drug 2: CNC(=O)C1=NC=CC(=C1)OC2=CC=C(C=C2)NC(=O)NC3=CC(=C(C=C3)Cl)C(F)(F)F. Cell line: SK-OV-3. Synergy scores: CSS=54.0, Synergy_ZIP=13.1, Synergy_Bliss=11.9, Synergy_Loewe=8.79, Synergy_HSA=13.0. (3) Drug 1: C1=NC(=NC(=O)N1C2C(C(C(O2)CO)O)O)N. Drug 2: CC1C(C(CC(O1)OC2CC(CC3=C2C(=C4C(=C3O)C(=O)C5=C(C4=O)C(=CC=C5)OC)O)(C(=O)CO)O)N)O.Cl. Cell line: PC-3. Synergy scores: CSS=38.1, Synergy_ZIP=-4.76, Synergy_Bliss=2.24, Synergy_Loewe=4.06, Synergy_HSA=5.04. (4) Drug 1: CC1=C(N=C(N=C1N)C(CC(=O)N)NCC(C(=O)N)N)C(=O)NC(C(C2=CN=CN2)OC3C(C(C(C(O3)CO)O)O)OC4C(C(C(C(O4)CO)O)OC(=O)N)O)C(=O)NC(C)C(C(C)C(=O)NC(C(C)O)C(=O)NCCC5=NC(=CS5)C6=NC(=CS6)C(=O)NCCC[S+](C)C)O. Drug 2: CC1C(C(CC(O1)OC2CC(CC3=C2C(=C4C(=C3O)C(=O)C5=C(C4=O)C(=CC=C5)OC)O)(C(=O)CO)O)N)O.Cl. Cell line: HOP-62. Synergy scores: CSS=44.3, Synergy_ZIP=-18.5, Synergy_Bliss=-25.2, Synergy_Loewe=-18.9, Synergy_HSA=-17.6. (5) Drug 1: CCC1(CC2CC(C3=C(CCN(C2)C1)C4=CC=CC=C4N3)(C5=C(C=C6C(=C5)C78CCN9C7C(C=CC9)(C(C(C8N6C=O)(C(=O)OC)O)OC(=O)C)CC)OC)C(=O)OC)O.OS(=O)(=O)O. Drug 2: C1=NC2=C(N=C(N=C2N1C3C(C(C(O3)CO)O)F)Cl)N. Cell line: SF-539. Synergy scores: CSS=15.3, Synergy_ZIP=-5.50, Synergy_Bliss=-6.20, Synergy_Loewe=-27.5, Synergy_HSA=-5.47. (6) Drug 1: CC1=C2C(C(=O)C3(C(CC4C(C3C(C(C2(C)C)(CC1OC(=O)C(C(C5=CC=CC=C5)NC(=O)C6=CC=CC=C6)O)O)OC(=O)C7=CC=CC=C7)(CO4)OC(=O)C)O)C)OC(=O)C. Drug 2: CC1C(C(CC(O1)OC2CC(OC(C2O)C)OC3=CC4=CC5=C(C(=O)C(C(C5)C(C(=O)C(C(C)O)O)OC)OC6CC(C(C(O6)C)O)OC7CC(C(C(O7)C)O)OC8CC(C(C(O8)C)O)(C)O)C(=C4C(=C3C)O)O)O)O. Cell line: KM12. Synergy scores: CSS=64.2, Synergy_ZIP=11.5, Synergy_Bliss=10.4, Synergy_Loewe=2.42, Synergy_HSA=9.00. (7) Drug 1: CN(C)C1=NC(=NC(=N1)N(C)C)N(C)C. Drug 2: C1CN(CCN1C(=O)CCBr)C(=O)CCBr. Cell line: BT-549. Synergy scores: CSS=2.91, Synergy_ZIP=0.679, Synergy_Bliss=4.79, Synergy_Loewe=-12.2, Synergy_HSA=-0.345. (8) Drug 1: CC1C(C(CC(O1)OC2CC(CC3=C2C(=C4C(=C3O)C(=O)C5=C(C4=O)C(=CC=C5)OC)O)(C(=O)C)O)N)O.Cl. Drug 2: CN1C(=O)N2C=NC(=C2N=N1)C(=O)N. Cell line: NCI-H226. Synergy scores: CSS=12.7, Synergy_ZIP=-0.636, Synergy_Bliss=6.66, Synergy_Loewe=-4.47, Synergy_HSA=4.86. (9) Drug 1: C1=CN(C(=O)N=C1N)C2C(C(C(O2)CO)O)O.Cl. Drug 2: N.N.Cl[Pt+2]Cl. Cell line: DU-145. Synergy scores: CSS=65.4, Synergy_ZIP=-1.37, Synergy_Bliss=-2.99, Synergy_Loewe=-0.289, Synergy_HSA=2.58. (10) Drug 1: C1=CC=C(C=C1)NC(=O)CCCCCCC(=O)NO. Drug 2: N.N.Cl[Pt+2]Cl. Cell line: SNB-19. Synergy scores: CSS=6.09, Synergy_ZIP=4.70, Synergy_Bliss=6.00, Synergy_Loewe=2.25, Synergy_HSA=4.98.